Dataset: Reaction yield outcomes from USPTO patents with 853,638 reactions. Task: Predict the reaction yield, written as a fraction of the theoretical maximum amount of product (1.0 means a 100% yield; for example, 0.34 means a 34% yield). The reactants are Br[CH:2]([F:8])[C:3]([O:5][CH2:6][CH3:7])=[O:4].[Br:9][C:10]1[N:15]=[C:14](/[C:16](=[N:18]/[S@@:19]([C:21]([CH3:24])([CH3:23])[CH3:22])=[O:20])/[CH3:17])[C:13]([F:25])=[C:12]([Si:26]([CH2:31][CH3:32])([CH2:29][CH3:30])[CH2:27][CH3:28])[CH:11]=1. The catalyst is O1CCCC1.[Zn]. The product is [Br:9][C:10]1[N:15]=[C:14]([C@:16]([NH:18][S@@:19]([C:21]([CH3:23])([CH3:24])[CH3:22])=[O:20])([CH3:17])[C@@H:2]([F:8])[C:3]([O:5][CH2:6][CH3:7])=[O:4])[C:13]([F:25])=[C:12]([Si:26]([CH2:31][CH3:32])([CH2:27][CH3:28])[CH2:29][CH3:30])[CH:11]=1. The yield is 0.717.